This data is from Catalyst prediction with 721,799 reactions and 888 catalyst types from USPTO. The task is: Predict which catalyst facilitates the given reaction. (1) Reactant: [OH:1][CH2:2][C:3]#[C:4][C:5]#[C:6][CH2:7][OH:8].[N:9]([CH2:12][CH2:13][CH2:14][CH2:15][CH2:16][CH2:17][CH2:18][CH2:19][CH2:20][CH2:21][C:22](Cl)=[O:23])=[N+:10]=[N-:11].[CH3:25][CH2:26][CH2:27][CH2:28][CH2:29][CH2:30][CH2:31][CH2:32][CH2:33][CH2:34][CH2:35][C:36](Cl)=[O:37]. Product: [CH3:25][CH2:26][CH2:27][CH2:28][CH2:29][CH2:30][CH2:31][CH2:32][CH2:33][CH2:34][CH2:35][C:36]([O:1][CH2:2][C:3]#[C:4][C:5]#[C:6][CH2:7][O:8][C:22]([CH2:21][CH2:20][CH2:19][CH2:18][CH2:17][CH2:16][CH2:15][CH2:14][CH2:13][CH2:12][N:9]=[N+:10]=[N-:11])=[O:23])=[O:37]. The catalyst class is: 859. (2) Reactant: [Si]([O:8][C@H:9]1[CH2:13][C@H:12]([N:14]2[C:18]3[N:19]=[CH:20][N:21]=[C:22]([NH:23][C@@H:24]4[C:32]5[C:27](=[CH:28][CH:29]=[CH:30][CH:31]=5)[CH2:26][CH2:25]4)[C:17]=3[CH:16]=[CH:15]2)[CH2:11][C@H:10]1[CH2:33][CH2:34][S:35]([NH2:38])(=[O:37])=[O:36])(C(C)(C)C)(C)C.[F-].C([N+](CCCC)(CCCC)CCCC)CCC. Product: [C@@H:24]1([NH:23][C:22]2[C:17]3[CH:16]=[CH:15][N:14]([C@@H:12]4[CH2:11][C@@H:10]([CH2:33][CH2:34][S:35]([NH2:38])(=[O:37])=[O:36])[C@@H:9]([OH:8])[CH2:13]4)[C:18]=3[N:19]=[CH:20][N:21]=2)[C:32]2[C:27](=[CH:28][CH:29]=[CH:30][CH:31]=2)[CH2:26][CH2:25]1. The catalyst class is: 7. (3) Reactant: [OH:1][C:2]1[CH:12]=[CH:11][CH:10]=[CH:9][C:3]=1[C:4]([O:6][CH2:7][CH3:8])=[O:5].Br[CH2:14][CH2:15][CH:16]=[CH2:17].C([O-])([O-])=O.[K+].[K+]. Product: [CH2:17]([O:1][C:2]1[CH:12]=[CH:11][CH:10]=[CH:9][C:3]=1[C:4]([O:6][CH2:7][CH3:8])=[O:5])[CH2:16][CH:15]=[CH2:14]. The catalyst class is: 3. (4) Reactant: [CH2:1]([O:3][C:4]([CH:6]1[C:15]([CH:16]=O)=[CH:14][C:13]2[C:8](=[C:9]([O:20][CH3:21])[CH:10]=[CH:11][C:12]=2[O:18][CH3:19])[O:7]1)=[O:5])C.[CH3:22][O:23][C:24](=[O:34])[C@@H:25]([NH2:33])[CH2:26][CH:27]1[CH2:32][CH2:31][CH2:30][CH2:29][CH2:28]1.CCN(C(C)C)C(C)C.C([BH3-])#N.[Na+].C(O)(=O)C. Product: [CH3:1][O:3][C:4]([CH:6]1[C:15]([CH2:16][NH:33][C@H:25]([C:24]([O:23][CH3:22])=[O:34])[CH2:26][CH:27]2[CH2:32][CH2:31][CH2:30][CH2:29][CH2:28]2)=[CH:14][C:13]2[C:8](=[C:9]([O:20][CH3:21])[CH:10]=[CH:11][C:12]=2[O:18][CH3:19])[O:7]1)=[O:5]. The catalyst class is: 5. (5) Reactant: C[O:2][C:3](=[O:21])[C:4]1[CH:9]=[CH:8][C:7]([NH:10][C:11]2[C:12]3[N:13]([N:18]=[CH:19][N:20]=3)[C:14]([Br:17])=[CH:15][N:16]=2)=[CH:6][CH:5]=1.O.[OH-].[Li+].CO. Product: [Br:17][C:14]1[N:13]2[N:18]=[CH:19][N:20]=[C:12]2[C:11]([NH:10][C:7]2[CH:6]=[CH:5][C:4]([C:3]([OH:21])=[O:2])=[CH:9][CH:8]=2)=[N:16][CH:15]=1. The catalyst class is: 20. (6) Reactant: [Br:1][C:2]1[CH:3]=[C:4]([CH:7]=[CH:8][C:9]=1[N:10]1[C:14]([C:15]2[NH:16][C:17](=[O:31])[N:18]([C:21]3[CH:26]=[CH:25][CH:24]=[C:23]([C:27]([F:30])([F:29])[F:28])[CH:22]=3)[C:19]=2[CH3:20])=[CH:13][CH:12]=[N:11]1)[C:5]#[N:6].[CH:32]1([N:37]=[C:38]=[O:39])[CH2:36][CH2:35][CH2:34][CH2:33]1.CCN(C(C)C)C(C)C. Product: [CH:32]1([NH:37][C:38]([N:16]2[C:15]([C:14]3[N:10]([C:9]4[CH:8]=[CH:7][C:4]([C:5]#[N:6])=[CH:3][C:2]=4[Br:1])[N:11]=[CH:12][CH:13]=3)=[C:19]([CH3:20])[N:18]([C:21]3[CH:26]=[CH:25][CH:24]=[C:23]([C:27]([F:30])([F:28])[F:29])[CH:22]=3)[C:17]2=[O:31])=[O:39])[CH2:36][CH2:35][CH2:34][CH2:33]1. The catalyst class is: 2. (7) Reactant: Cl[C:2]1[C:3]2[CH:11]([CH3:12])[CH2:10][C:9](=[O:13])[NH:8][C:4]=2[N:5]=[CH:6][N:7]=1.Cl.Cl.Cl.[N:17]1([CH2:22][CH2:23][N:24]2[CH:28]=[C:27]([C:29]([F:32])([F:31])[F:30])[N:26]=[C:25]2[CH:33]2[CH2:38][CH2:37][NH:36][CH2:35][CH2:34]2)[CH2:21][CH2:20][CH2:19][CH2:18]1.CN1CCCC1=O.C(N(C(C)C)CC)(C)C. Product: [CH3:12][CH:11]1[C:3]2[C:2]([N:36]3[CH2:35][CH2:34][CH:33]([C:25]4[N:24]([CH2:23][CH2:22][N:17]5[CH2:18][CH2:19][CH2:20][CH2:21]5)[CH:28]=[C:27]([C:29]([F:31])([F:32])[F:30])[N:26]=4)[CH2:38][CH2:37]3)=[N:7][CH:6]=[N:5][C:4]=2[NH:8][C:9](=[O:13])[CH2:10]1. The catalyst class is: 6.